This data is from Catalyst prediction with 721,799 reactions and 888 catalyst types from USPTO. The task is: Predict which catalyst facilitates the given reaction. (1) Reactant: Br[CH2:2][C:3]1[CH:8]=[CH:7][C:6]([C:9]2[O:10][CH:11]=[N:12][N:13]=2)=[CH:5][CH:4]=1.[C:14]([O:18][C:19]([CH3:22])([CH3:21])[CH3:20])(=[O:17])[NH:15][NH2:16].C(N(CC)C(C)C)(C)C.C(OCC)(=O)C. Product: [C:19]([O:18][C:14]([NH:15][NH:16][CH2:2][C:3]1[CH:8]=[CH:7][C:6]([C:9]2[O:10][CH:11]=[N:12][N:13]=2)=[CH:5][CH:4]=1)=[O:17])([CH3:22])([CH3:21])[CH3:20]. The catalyst class is: 3. (2) Reactant: Br[C:2]1[CH:3]=[C:4]([C:8](=[O:17])[CH2:9][N:10]2[CH:14]=[CH:13][N:12]=[C:11]2[CH2:15][CH3:16])[CH:5]=[CH:6][CH:7]=1.[CH2:18]([C:22]1[S:26][C:25]([S:27]([NH:30][C:31]([CH3:34])([CH3:33])[CH3:32])(=[O:29])=[O:28])=[C:24](B(O)O)[CH:23]=1)[CH:19]([CH3:21])[CH3:20].C([O-])([O-])=O.[Na+].[Na+]. Product: [CH2:15]([C:11]1[N:10]([CH2:9][C:8]([C:4]2[CH:3]=[C:2]([C:24]3[CH:23]=[C:22]([CH2:18][CH:19]([CH3:20])[CH3:21])[S:26][C:25]=3[S:27]([NH:30][C:31]([CH3:33])([CH3:32])[CH3:34])(=[O:29])=[O:28])[CH:7]=[CH:6][CH:5]=2)=[O:17])[CH:14]=[CH:13][N:12]=1)[CH3:16]. The catalyst class is: 460. (3) Reactant: [NH:1]1[CH2:6][CH2:5][NH:4][CH2:3][C:2]1=[O:7].C(N(C(C)C)C(C)C)C.[Cl:17][C:18]1[C:26]([Cl:27])=[CH:25][CH:24]=[CH:23][C:19]=1[C:20](Cl)=[O:21].C(=O)([O-])O.[Na+]. Product: [Cl:17][C:18]1[C:26]([Cl:27])=[CH:25][CH:24]=[CH:23][C:19]=1[C:20]([N:4]1[CH2:5][CH2:6][NH:1][C:2](=[O:7])[CH2:3]1)=[O:21]. The catalyst class is: 4. (4) Reactant: Cl.[CH3:2][N:3]([CH3:32])[C:4]1([C:26]2[CH:31]=[CH:30][CH:29]=[CH:28][CH:27]=2)[CH2:9][CH2:8][C:7](=[CH:10][C:11]([NH:13][CH2:14][CH2:15][CH2:16][C:17]2[C:25]3[C:20](=[CH:21][CH:22]=[CH:23][CH:24]=3)[NH:19][CH:18]=2)=[O:12])[CH2:6][CH2:5]1. Product: [CH3:32][N:3]([CH3:2])[C:4]1([C:26]2[CH:31]=[CH:30][CH:29]=[CH:28][CH:27]=2)[CH2:9][CH2:8][CH:7]([CH2:10][C:11]([NH:13][CH2:14][CH2:15][CH2:16][C:17]2[C:25]3[C:20](=[CH:21][CH:22]=[CH:23][CH:24]=3)[NH:19][CH:18]=2)=[O:12])[CH2:6][CH2:5]1. The catalyst class is: 43. (5) Reactant: [F:1][C:2]1[C:7]([N+:8]([O-])=O)=[CH:6][C:5]([N:11]2[C:15](=[O:16])[N:14]([CH3:17])[N:13]=[N:12]2)=[C:4]([OH:18])[CH:3]=1.CCO.CC(O)=O.CC1C=C2N=C3C(=NC(NC3=O)=O)N(C[C@H](O)[C@H](O)[C@H](O)CO)C2=CC=1C. Product: [NH2:8][C:7]1[C:2]([F:1])=[CH:3][C:4]([OH:18])=[C:5]([N:11]2[C:15](=[O:16])[N:14]([CH3:17])[N:13]=[N:12]2)[CH:6]=1. The catalyst class is: 522. (6) Reactant: [C:1]([C:4]1[CH:9]=[CH:8][N:7]=[CH:6][CH:5]=1)(=[O:3])[CH3:2].CO. Product: [N:7]1[CH:8]=[CH:9][C:4]([CH:1]([OH:3])[CH3:2])=[CH:5][CH:6]=1. The catalyst class is: 6. (7) Reactant: [Cl:1][CH2:2][CH2:3][N:4]=[C:5]=[O:6].[NH2:7][C:8]1[CH:13]=[CH:12][N:11]=[CH:10][CH:9]=1. Product: [Cl:1][CH2:2][CH2:3][NH:4][C:5]([NH:7][C:8]1[CH:13]=[CH:12][N:11]=[CH:10][CH:9]=1)=[O:6]. The catalyst class is: 11.